Dataset: Full USPTO retrosynthesis dataset with 1.9M reactions from patents (1976-2016). Task: Predict the reactants needed to synthesize the given product. (1) Given the product [CH2:1]([O:5][CH2:6][CH2:7][O:8][C:9]1[CH:10]=[CH:11][C:12]([C:15]2[CH:16]=[CH:17][C:18]3[N:25]([CH2:26][CH:27]([CH3:28])[CH3:29])[CH2:24][CH2:23][CH2:22][C:21]([C:30]([NH:47][C:46]4[CH:48]=[CH:49][C:50]([S:51][CH2:52][C:53]5[N:57]([CH2:58][CH2:59][CH3:60])[CH:56]=[N:55][CH:54]=5)=[C:44]([CH3:43])[CH:45]=4)=[O:31])=[CH:20][C:19]=3[CH:33]=2)=[CH:13][CH:14]=1)[CH2:2][CH2:3][CH3:4], predict the reactants needed to synthesize it. The reactants are: [CH2:1]([O:5][CH2:6][CH2:7][O:8][C:9]1[CH:14]=[CH:13][C:12]([C:15]2[CH:16]=[CH:17][C:18]3[N:25]([CH2:26][CH:27]([CH3:29])[CH3:28])[CH2:24][CH2:23][CH2:22][C:21]([C:30](O)=[O:31])=[CH:20][C:19]=3[CH:33]=2)=[CH:11][CH:10]=1)[CH2:2][CH2:3][CH3:4].CN(C=O)C.S(Cl)(Cl)=O.[CH3:43][C:44]1[CH:45]=[C:46]([CH:48]=[CH:49][C:50]=1[S:51][CH2:52][C:53]1[N:57]([CH2:58][CH2:59][CH3:60])[CH:56]=[N:55][CH:54]=1)[NH2:47]. (2) Given the product [N+:1]([C:4]1[CH:11]=[CH:10][C:7]([CH2:8][CH2:15][C:13]#[N:14])=[CH:6][CH:5]=1)([O-:3])=[O:2], predict the reactants needed to synthesize it. The reactants are: [N+:1]([C:4]1[CH:11]=[CH:10][C:7]([CH2:8]O)=[CH:6][CH:5]=1)([O-:3])=[O:2].[I-].[C:13]([CH2:15][P+](C)(C)C)#[N:14].C(#N)CC.C(N(C(C)C)CC)(C)C. (3) Given the product [CH3:40][N:41]1[CH2:42][CH2:43][N:44]([C:47]2[CH:53]=[CH:52][C:50]([NH:51][C:32]([NH:23][C:22]3[CH:24]=[CH:25][C:19]([C:10]4[N:11]=[C:12]([N:13]5[CH2:18][CH2:17][O:16][CH2:15][CH2:14]5)[C:7]5[CH:6]=[CH:5][N:4]([CH2:3][C:2]([F:26])([F:1])[F:27])[C:8]=5[N:9]=4)=[CH:20][CH:21]=3)=[O:38])=[CH:49][CH:48]=2)[CH2:45][CH2:46]1, predict the reactants needed to synthesize it. The reactants are: [F:1][C:2]([F:27])([F:26])[CH2:3][N:4]1[C:8]2[N:9]=[C:10]([C:19]3[CH:25]=[CH:24][C:22]([NH2:23])=[CH:21][CH:20]=3)[N:11]=[C:12]([N:13]3[CH2:18][CH2:17][O:16][CH2:15][CH2:14]3)[C:7]=2[CH:6]=[CH:5]1.ClC(Cl)(O[C:32](=[O:38])OC(Cl)(Cl)Cl)Cl.[CH3:40][N:41]1[CH2:46][CH2:45][N:44]([C:47]2[CH:53]=[CH:52][C:50]([NH2:51])=[CH:49][CH:48]=2)[CH2:43][CH2:42]1.